This data is from Forward reaction prediction with 1.9M reactions from USPTO patents (1976-2016). The task is: Predict the product of the given reaction. (1) Given the reactants C([O:3][C:4](=[O:33])[CH2:5][S:6][C:7]1[S:11][C:10]([NH:12][C:13]([N:15]([CH2:25][C@H:26]2[CH2:31][CH2:30][C@H:29]([CH3:32])[CH2:28][CH2:27]2)[C:16]2[CH:21]=[CH:20][C:19]([F:22])=[C:18]([F:23])[C:17]=2[F:24])=[O:14])=[N:9][CH:8]=1)C.C1(CN(C2C=CC(S(C)(=O)=O)=CC=2)C(=O)NC2SC=C(CC(O)=O)N=2)CCCC1.C[C@H]1CC[C@H](CNC2C=CC(F)=C(F)C=2F)CC1.C(OC(=O)CSC1SC(N)=NC=1)C, predict the reaction product. The product is: [CH3:32][C@H:29]1[CH2:30][CH2:31][C@H:26]([CH2:25][N:15]([C:16]2[CH:21]=[CH:20][C:19]([F:22])=[C:18]([F:23])[C:17]=2[F:24])[C:13](=[O:14])[NH:12][C:10]2[S:11][C:7]([S:6][CH2:5][C:4]([OH:33])=[O:3])=[CH:8][N:9]=2)[CH2:27][CH2:28]1. (2) Given the reactants [CH3:1][S:2][C:3]1[NH:4][C:5]([CH2:10][N:11]2[CH2:16][CH2:15][O:14][CH2:13][CH2:12]2)=[CH:6][C:7](=O)[N:8]=1.P(Cl)(Cl)([Cl:19])=O, predict the reaction product. The product is: [Cl:19][C:7]1[N:8]=[C:3]([S:2][CH3:1])[N:4]=[C:5]([CH2:10][N:11]2[CH2:16][CH2:15][O:14][CH2:13][CH2:12]2)[CH:6]=1.